From a dataset of Reaction yield outcomes from USPTO patents with 853,638 reactions. Predict the reaction yield, written as a fraction of the theoretical maximum amount of product (1.0 means a 100% yield; for example, 0.34 means a 34% yield). (1) The reactants are [Br:1][C:2]1[CH:18]=[C:17](/[CH:19]=[CH:20]/[CH:21]([C:26]2[CH:31]=[C:30]([Cl:32])[C:29]([Cl:33])=[C:28]([Cl:34])[CH:27]=2)[C:22]([F:25])([F:24])[F:23])[CH:16]=[CH:15][C:3]=1[C:4]([NH:6][CH2:7][C:8]([O:10]C(C)(C)C)=[O:9])=[O:5].C(O)(C(F)(F)F)=O. The catalyst is C(Cl)Cl. The product is [Br:1][C:2]1[CH:18]=[C:17](/[CH:19]=[CH:20]/[CH:21]([C:26]2[CH:31]=[C:30]([Cl:32])[C:29]([Cl:33])=[C:28]([Cl:34])[CH:27]=2)[C:22]([F:24])([F:25])[F:23])[CH:16]=[CH:15][C:3]=1[C:4]([NH:6][CH2:7][C:8]([OH:10])=[O:9])=[O:5]. The yield is 0.780. (2) The reactants are [CH3:1][O:2][CH2:3][O:4][C:5]1[CH:6]=[CH:7][C:8]([CH2:11][C:12]([CH3:15])(O)[CH3:13])=[N:9][CH:10]=1.CCN(S(F)(F)[F:22])CC.C([O-])(O)=O.[Na+]. The catalyst is C(Cl)Cl. The product is [F:22][C:12]([CH3:15])([CH3:13])[CH2:11][C:8]1[CH:7]=[CH:6][C:5]([O:4][CH2:3][O:2][CH3:1])=[CH:10][N:9]=1. The yield is 0.756. (3) The reactants are C[Si]([N-][Si](C)(C)C)(C)C.[Li+].[F:11][C:12]1[CH:13]=[C:14]([CH2:21][C:22]([OH:24])=[O:23])[CH:15]=[C:16]([F:20])[C:17]=1[O:18][CH3:19].[CH3:25]I.[Cl-].[NH4+]. The catalyst is C1COCC1.O.C(OCC)(=O)C. The product is [F:11][C:12]1[CH:13]=[C:14]([CH:21]([CH3:25])[C:22]([OH:24])=[O:23])[CH:15]=[C:16]([F:20])[C:17]=1[O:18][CH3:19]. The yield is 1.05. (4) The reactants are O/[CH:2]=[C:3](\[CH2:8][C:9]1[CH:10]=[N:11][CH:12]=[N:13][CH:14]=1)/[C:4]([O:6]C)=O.[C:15](=[NH:37])([O:17][CH2:18][CH2:19][C:20]1[CH:25]=[CH:24][C:23]([O:26][C:27]2[CH:32]=[CH:31][CH:30]=[C:29]([C:33]([F:36])([F:35])[F:34])[CH:28]=2)=[CH:22][CH:21]=1)[NH2:16].C([O-])([O-])=O.[K+].[K+]. The catalyst is CN1C(=O)CCC1. The product is [O:6]=[C:4]1[C:3]([CH2:8][C:9]2[CH:10]=[N:11][CH:12]=[N:13][CH:14]=2)=[CH:2][NH:37][C:15]([O:17][CH2:18][CH2:19][C:20]2[CH:21]=[CH:22][C:23]([O:26][C:27]3[CH:32]=[CH:31][CH:30]=[C:29]([C:33]([F:34])([F:35])[F:36])[CH:28]=3)=[CH:24][CH:25]=2)=[N:16]1. The yield is 0.284. (5) The reactants are Br[C:2]1[N:3]([C:22]2[C:31]3[C:26](=[CH:27][CH:28]=[CH:29][CH:30]=3)[C:25]([CH:32]3CC3)=[CH:24][CH:23]=2)[C:4]([S:7]CC(NC2C=CC(C(O)=O)=CC=2Cl)=O)=[N:5][N:6]=1.Cl.NNC(N)=N.C([N:44](C(C)C)CC)(C)C.CN(C)[CH:52]=[O:53]. The yield is 0.910. No catalyst specified. The product is [NH2:44][C:2]1[N:3]([C:22]2[C:27]3[C:26](=[CH:31][CH:30]=[C:29]([O:53][CH3:52])[CH:28]=3)[C:25]([CH3:32])=[CH:24][CH:23]=2)[C:4]([SH:7])=[N:5][N:6]=1. (6) The reactants are [Cl:1][C:2]1[CH:7]=[CH:6][C:5]([CH:8]2[CH2:13][CH2:12][N:11]([CH3:14])[CH2:10][CH:9]2[OH:15])=[CH:4][CH:3]=1.[H-].[Na+].Br[CH2:19][C:20]1[CH:29]=[CH:28][C:27]2[C:22](=[CH:23][CH:24]=[CH:25][CH:26]=2)[CH:21]=1. The catalyst is O1CCCC1. The product is [Cl:1][C:2]1[CH:7]=[CH:6][C:5]([CH:8]2[CH2:13][CH2:12][N:11]([CH3:14])[CH2:10][CH:9]2[O:15][CH2:19][C:20]2[CH:29]=[CH:28][C:27]3[C:22](=[CH:23][CH:24]=[CH:25][CH:26]=3)[CH:21]=2)=[CH:4][CH:3]=1. The yield is 0.280. (7) The reactants are [C:1]12([C:11]3[CH:16]=[CH:15][C:14]([OH:17])=[C:13]([Br:18])[CH:12]=3)[CH2:10][CH:5]3[CH2:6][CH:7]([CH2:9][CH:3]([CH2:4]3)[CH2:2]1)[CH2:8]2.F[B-](F)(F)F.[O:24]=[N+:25]=[O:26].O. The catalyst is C(Cl)Cl. The product is [C:1]12([C:11]3[CH:16]=[C:15]([N+:25]([O-:26])=[O:24])[C:14]([OH:17])=[C:13]([Br:18])[CH:12]=3)[CH2:2][CH:3]3[CH2:9][CH:7]([CH2:6][CH:5]([CH2:4]3)[CH2:10]1)[CH2:8]2. The yield is 0.910. (8) The reactants are [Cl:1][C:2]1[S:6][C:5]([C:7]([OH:9])=O)=[CH:4][C:3]=1[C:10]1[N:14]([CH3:15])[N:13]=[CH:12][CH:11]=1.[NH2:16][C@@H:17]([CH2:30][C:31]1[CH:36]=[CH:35][CH:34]=[C:33]([C:37]([F:40])([F:39])[F:38])[CH:32]=1)[CH2:18][N:19]1[C:27](=[O:28])[C:26]2[C:21](=[CH:22][CH:23]=[CH:24][CH:25]=2)[C:20]1=[O:29].C1CN([P+](Br)(N2CCCC2)N2CCCC2)CC1.F[P-](F)(F)(F)(F)F.CCN(C(C)C)C(C)C. The catalyst is C(Cl)(Cl)Cl. The product is [Cl:1][C:2]1[S:6][C:5]([C:7]([NH:16][C@@H:17]([CH2:30][C:31]2[CH:36]=[CH:35][CH:34]=[C:33]([C:37]([F:40])([F:38])[F:39])[CH:32]=2)[CH2:18][N:19]2[C:20](=[O:29])[C:21]3[C:26](=[CH:25][CH:24]=[CH:23][CH:22]=3)[C:27]2=[O:28])=[O:9])=[CH:4][C:3]=1[C:10]1[N:14]([CH3:15])[N:13]=[CH:12][CH:11]=1. The yield is 0.690.